From a dataset of Catalyst prediction with 721,799 reactions and 888 catalyst types from USPTO. Predict which catalyst facilitates the given reaction. (1) Reactant: C(O[CH2:5][C:6]1[C:15]2[C:10](=[CH:11][C:12]([O:16][C:17]3[CH:22]=[CH:21][CH:20]=[CH:19][CH:18]=3)=[CH:13][CH:14]=2)[C:9]([OH:23])=[C:8]([C:24]([O:26][CH3:27])=[O:25])[N:7]=1)(=O)C.C([O-])([O-])=O.[Na+].[Na+]. Product: [OH:23][C:9]1[C:10]2[C:15](=[CH:14][CH:13]=[C:12]([O:16][C:17]3[CH:22]=[CH:21][CH:20]=[CH:19][CH:18]=3)[CH:11]=2)[C:6]([CH3:5])=[N:7][C:8]=1[C:24]([O:26][CH3:27])=[O:25]. The catalyst class is: 153. (2) Reactant: Cl[C:2]1[CH:9]=[CH:8][C:5]([C:6]#N)=[C:4]([N:10]2[CH2:14][CH2:13][CH:12](O)C2)[CH:3]=1.Cl[C:17](Cl)(OC(=O)OC(Cl)(Cl)Cl)Cl.[N-:28]=[C:29]=[O:30].[NH2:31][C:32]1[C:37]2[O:38][CH2:39][C:40](=[O:42])[NH:41][C:36]=2[CH:35]=[CH:34][CH:33]=1.CCO[C:46]([CH3:48])=O. Product: [CH3:17][C:2]1[CH:9]=[CH:8][C:5]([CH2:6][NH:28][C:29]([NH:31][C:32]2[C:37]3[O:38][CH2:39][C:40](=[O:42])[NH:41][C:36]=3[CH:35]=[CH:34][CH:33]=2)=[O:30])=[C:4]([N:10]2[CH2:48][CH2:46][CH2:12][CH2:13][CH2:14]2)[CH:3]=1. The catalyst class is: 3. (3) Reactant: [Cl-].[Al+3].[Cl-].[Cl-].[N-:5]=[N+:6]=[N-:7].[Na+].[Br:9][C:10]1[CH:15]=[CH:14][CH:13]=[C:12]([N:16]=[C:17]=[O:18])[C:11]=1[CH3:19].N([O-])=O.[Na+].Cl. Product: [CH3:19][C:11]1[C:10]([Br:9])=[CH:15][CH:14]=[CH:13][C:12]=1[N:16]1[C:17](=[O:18])[NH:7][N:6]=[N:5]1. The catalyst class is: 145. (4) Reactant: Br[C:2]1[CH:7]=[CH:6][C:5]2[C:8]3([CH2:28][O:29][C:4]=2[CH:3]=1)[C:16]1[C:11](=[CH:12][CH:13]=[CH:14][CH:15]=1)[N:10]([CH2:17][C:18]1[O:19][C:20]([C:23]([F:26])([F:25])[F:24])=[CH:21][CH:22]=1)[C:9]3=[O:27].[C:30]([N:37]1[CH2:41][CH2:40][C@@H:39]([NH2:42])[CH2:38]1)([O:32][C:33]([CH3:36])([CH3:35])[CH3:34])=[O:31].CC(P(C(C)(C)C)C1C(C2C=CC=CC=2)=CC=CC=1)(C)C.CC(C)([O-])C.[Na+]. Product: [O:27]=[C:9]1[C:8]2([C:5]3[CH:6]=[CH:7][C:2]([NH:42][C@@H:39]4[CH2:40][CH2:41][N:37]([C:30]([O:32][C:33]([CH3:36])([CH3:35])[CH3:34])=[O:31])[CH2:38]4)=[CH:3][C:4]=3[O:29][CH2:28]2)[C:16]2[C:11](=[CH:12][CH:13]=[CH:14][CH:15]=2)[N:10]1[CH2:17][C:18]1[O:19][C:20]([C:23]([F:26])([F:24])[F:25])=[CH:21][CH:22]=1. The catalyst class is: 164. (5) Reactant: [C:1]([C:3]1[CH:11]=[CH:10][C:6]([C:7](Cl)=[O:8])=[CH:5][CH:4]=1)#[N:2].[NH2:12][C:13]1[N:17]([CH2:18][CH2:19][C:20]([NH2:22])=[O:21])[C:16]2[CH:23]=[CH:24][C:25]([CH:27]([CH3:36])[C:28]([CH:30]3[CH2:35][CH2:34][CH2:33][CH2:32][CH2:31]3)=[O:29])=[CH:26][C:15]=2[N:14]=1. Product: [C:20]([CH2:19][CH2:18][N:17]1[C:16]2[CH:23]=[CH:24][C:25]([CH:27]([CH3:36])[C:28]([CH:30]3[CH2:35][CH2:34][CH2:33][CH2:32][CH2:31]3)=[O:29])=[CH:26][C:15]=2[N:14]=[C:13]1[NH:12][C:7](=[O:8])[C:6]1[CH:10]=[CH:11][C:3]([C:1]#[N:2])=[CH:4][CH:5]=1)(=[O:21])[NH2:22]. The catalyst class is: 202.